Dataset: NCI-60 drug combinations with 297,098 pairs across 59 cell lines. Task: Regression. Given two drug SMILES strings and cell line genomic features, predict the synergy score measuring deviation from expected non-interaction effect. (1) Drug 1: CS(=O)(=O)CCNCC1=CC=C(O1)C2=CC3=C(C=C2)N=CN=C3NC4=CC(=C(C=C4)OCC5=CC(=CC=C5)F)Cl. Drug 2: C1=CC=C(C(=C1)C(C2=CC=C(C=C2)Cl)C(Cl)Cl)Cl. Cell line: MOLT-4. Synergy scores: CSS=-13.3, Synergy_ZIP=7.92, Synergy_Bliss=1.61, Synergy_Loewe=-7.17, Synergy_HSA=-9.30. (2) Drug 1: C1CN(P(=O)(OC1)NCCCl)CCCl. Drug 2: COCCOC1=C(C=C2C(=C1)C(=NC=N2)NC3=CC=CC(=C3)C#C)OCCOC.Cl. Cell line: ACHN. Synergy scores: CSS=18.4, Synergy_ZIP=-2.39, Synergy_Bliss=-1.01, Synergy_Loewe=-20.6, Synergy_HSA=-1.17. (3) Drug 1: C1=CC(=C2C(=C1NCCNCCO)C(=O)C3=C(C=CC(=C3C2=O)O)O)NCCNCCO. Drug 2: C1=NC2=C(N=C(N=C2N1C3C(C(C(O3)CO)O)O)F)N. Cell line: RPMI-8226. Synergy scores: CSS=32.4, Synergy_ZIP=-2.90, Synergy_Bliss=-7.20, Synergy_Loewe=-40.3, Synergy_HSA=-6.56. (4) Drug 1: CCC(=C(C1=CC=CC=C1)C2=CC=C(C=C2)OCCN(C)C)C3=CC=CC=C3.C(C(=O)O)C(CC(=O)O)(C(=O)O)O. Drug 2: C1C(C(OC1N2C=NC(=NC2=O)N)CO)O. Cell line: SF-268. Synergy scores: CSS=-1.85, Synergy_ZIP=1.57, Synergy_Bliss=-0.292, Synergy_Loewe=-2.67, Synergy_HSA=-2.32.